Dataset: Full USPTO retrosynthesis dataset with 1.9M reactions from patents (1976-2016). Task: Predict the reactants needed to synthesize the given product. (1) Given the product [CH3:36][O:35][N:37]=[C:2]([C:4]1[CH:9]=[CH:8][CH:7]=[CH:6][CH:5]=1)[CH2:1][N:10]1[C:15](=[O:16])[C:14]([C:17]2[CH:22]=[CH:21][C:20]([F:23])=[CH:19][CH:18]=2)=[C:13]([C:24]2[CH:25]=[CH:26][C:27]([S:30]([CH3:33])(=[O:32])=[O:31])=[CH:28][CH:29]=2)[CH:12]=[N:11]1, predict the reactants needed to synthesize it. The reactants are: [CH2:1]([N:10]1[C:15](=[O:16])[C:14]([C:17]2[CH:22]=[CH:21][C:20]([F:23])=[CH:19][CH:18]=2)=[C:13]([C:24]2[CH:29]=[CH:28][C:27]([S:30]([CH3:33])(=[O:32])=[O:31])=[CH:26][CH:25]=2)[CH:12]=[N:11]1)[C:2]([C:4]1[CH:9]=[CH:8][CH:7]=[CH:6][CH:5]=1)=O.Cl.[O:35]([NH2:37])[CH3:36].C([O-])(=O)C.[Na+]. (2) Given the product [N+:1]([C:4]1[CH:5]=[C:6]([C:14]2[O:15][C:16]3[CH:22]=[CH:21][C:20]([C:25]4[S:24][C:28]5[CH:29]=[CH:30][CH:31]=[CH:32][C:27]=5[CH:26]=4)=[CH:19][C:17]=3[N:18]=2)[C:7]([NH:10][CH2:11][CH2:12][CH3:13])=[CH:8][CH:9]=1)([O-:3])=[O:2], predict the reactants needed to synthesize it. The reactants are: [N+:1]([C:4]1[CH:5]=[C:6]([C:14]2[O:15][C:16]3[CH:22]=[CH:21][C:20](Br)=[CH:19][C:17]=3[N:18]=2)[C:7]([NH:10][CH2:11][CH2:12][CH3:13])=[CH:8][CH:9]=1)([O-:3])=[O:2].[S:24]1[C:28]2[CH:29]=[CH:30][CH:31]=[CH:32][C:27]=2[CH:26]=[C:25]1B(O)O.